This data is from Experimentally validated miRNA-target interactions with 360,000+ pairs, plus equal number of negative samples. The task is: Binary Classification. Given a miRNA mature sequence and a target amino acid sequence, predict their likelihood of interaction. (1) The miRNA is hsa-miR-4760-3p with sequence AAAUUCAUGUUCAAUCUAAACC. The protein sequence of the target gene is MASMQKRLQKELLALQNDPPPGMTLNEKSVQNSITQWIVDMEGAPGTLYEGEKFQLLFKFSSRYPFDSPQVMFTGENIPVHPHVYSNGHICLSILTEDWSPALSVQSVCLSIISMLSSCKEKRRPPDNSFYVRTCNKNPKKTKWWYHDDTC. Result: 1 (interaction). (2) The miRNA is mmu-miR-195a-5p with sequence UAGCAGCACAGAAAUAUUGGC. The protein sequence of the target gene is MQNYKYDKAIVAESKNGGSPALNNNPRKGGSKRVLLICLDLFCLFMAGLPFIIIETSTIKPYHRGFYCNDESIKYPQKTGETINDAVLTAVGIVIAILAIITGEFYRIYYLKEKSRSTIQNPYVAALYKQVGCFLFGCAISQSFTDIAKVSIGRLRPHFLNVCNPDFSQINCSVGYIQNYRCRGEDSKVQEARKSFFSGHASFSMYTMLYLVLYLQARFTWRGARLLRPLLQFTLIMMAFYTGLSRVSDHKHHPSDVLAGFAQGALVACCIVFFVSDLFKTKTTLSLPPSAIRKDMLSPV.... Result: 0 (no interaction).